This data is from NCI-60 drug combinations with 297,098 pairs across 59 cell lines. The task is: Regression. Given two drug SMILES strings and cell line genomic features, predict the synergy score measuring deviation from expected non-interaction effect. Drug 1: CCCCCOC(=O)NC1=NC(=O)N(C=C1F)C2C(C(C(O2)C)O)O. Drug 2: C1C(C(OC1N2C=NC3=C2NC=NCC3O)CO)O. Cell line: SK-MEL-28. Synergy scores: CSS=1.34, Synergy_ZIP=0.997, Synergy_Bliss=4.52, Synergy_Loewe=1.18, Synergy_HSA=1.71.